From a dataset of Forward reaction prediction with 1.9M reactions from USPTO patents (1976-2016). Predict the product of the given reaction. (1) Given the reactants [CH3:1][C:2]1([C:7]2[N:8]=[C:9]([CH2:12][N:13]3[N:17]=[C:16]([NH2:18])[CH:15]=[N:14]3)[S:10][CH:11]=2)[O:6]CCO1.[C:19]1([C:25]2[O:29][CH:28]=[N:27][C:26]=2[C:30](O)=[O:31])[CH:24]=[CH:23][CH:22]=[CH:21][CH:20]=1, predict the reaction product. The product is: [C:2]([C:7]1[N:8]=[C:9]([CH2:12][N:13]2[N:17]=[C:16]([NH:18][C:30]([C:26]3[N:27]=[CH:28][O:29][C:25]=3[C:19]3[CH:20]=[CH:21][CH:22]=[CH:23][CH:24]=3)=[O:31])[CH:15]=[N:14]2)[S:10][CH:11]=1)(=[O:6])[CH3:1]. (2) Given the reactants [CH3:1][O:2][C:3]1[CH:4]=[C:5]2[C:10](=[CH:11][C:12]=1[O:13][CH3:14])[N:9]=[CH:8][CH:7]=[C:6]2[O:15][C:16]1[CH:21]=[CH:20][C:19]([OH:22])=[CH:18][C:17]=1[C:23](=[O:25])[CH3:24].[CH2:26](I)[CH2:27][CH3:28].C(=O)([O-])[O-].[K+].[K+], predict the reaction product. The product is: [CH3:1][O:2][C:3]1[CH:4]=[C:5]2[C:10](=[CH:11][C:12]=1[O:13][CH3:14])[N:9]=[CH:8][CH:7]=[C:6]2[O:15][C:16]1[CH:21]=[CH:20][C:19]([O:22][CH2:26][CH2:27][CH3:28])=[CH:18][C:17]=1[C:23](=[O:25])[CH3:24]. (3) Given the reactants [F:1][C:2]1[CH:7]=[C:6]([N:8]([CH:21]2[C:29]3[C:24](=[C:25]([C:30]4[C:35]([CH3:36])=[CH:34][C:33]([OH:37])=[CH:32][C:31]=4[CH3:38])[CH:26]=[CH:27][CH:28]=3)[CH2:23][CH2:22]2)[S:9]([C:12]2[CH:17]=[CH:16][CH:15]=[CH:14][C:13]=2[N+:18]([O-:20])=[O:19])(=[O:11])=[O:10])[CH:5]=[CH:4][C:3]=1[CH2:39][CH2:40][C:41]([O:43][CH2:44][CH3:45])=[O:42].[CH2:46]([S:48][CH2:49][CH2:50]O)[CH3:47].C(P(CCCC)CCCC)CCC.N(C(N1CCCCC1)=O)=NC(N1CCCCC1)=O, predict the reaction product. The product is: [CH2:46]([S:48][CH2:49][CH2:50][O:37][C:33]1[CH:34]=[C:35]([CH3:36])[C:30]([C:25]2[CH:26]=[CH:27][CH:28]=[C:29]3[C:24]=2[CH2:23][CH2:22][CH:21]3[N:8]([S:9]([C:12]2[CH:17]=[CH:16][CH:15]=[CH:14][C:13]=2[N+:18]([O-:20])=[O:19])(=[O:10])=[O:11])[C:6]2[CH:5]=[CH:4][C:3]([CH2:39][CH2:40][C:41]([O:43][CH2:44][CH3:45])=[O:42])=[C:2]([F:1])[CH:7]=2)=[C:31]([CH3:38])[CH:32]=1)[CH3:47].